Dataset: HIV replication inhibition screening data with 41,000+ compounds from the AIDS Antiviral Screen. Task: Binary Classification. Given a drug SMILES string, predict its activity (active/inactive) in a high-throughput screening assay against a specified biological target. (1) The molecule is O=Cc1c2c(cc3c1CC1(C3)Cc3cc4c(c(C=O)c3C1)CCC4)CCC2. The result is 0 (inactive). (2) The compound is Cc1ccc(C(=O)CCC2C(=O)CC(C)(C)CC2=O)cc1. The result is 0 (inactive). (3) The molecule is C[N+]1(C)N=C(c2ccccc2)C=C1O. The result is 0 (inactive). (4) The result is 0 (inactive). The compound is CCCCCC1CC=CC(NC(=O)OCc2ccccc2)C1C=CC(=O)OCCCC1OCCO1.